From a dataset of Forward reaction prediction with 1.9M reactions from USPTO patents (1976-2016). Predict the product of the given reaction. (1) The product is: [OH:1][C:2]1[C:7]([OH:8])=[CH:6][C:5]([C:10]#[N:11])=[C:4]([C:12]2[CH:17]=[CH:16][CH:15]=[C:14]([C:18]([F:19])([F:20])[F:21])[CH:13]=2)[C:3]=1[C:22]#[N:23]. Given the reactants [OH:1][C:2]1[C:7]([O:8]C)=[CH:6][C:5]([C:10]#[N:11])=[C:4]([C:12]2[CH:17]=[CH:16][CH:15]=[C:14]([C:18]([F:21])([F:20])[F:19])[CH:13]=2)[C:3]=1[C:22]#[N:23].FC(F)(F)C1C=C(B(O)O)C=CC=1.BrC1C(C#N)=C(O)C(OC)=CC=1C#N, predict the reaction product. (2) Given the reactants F[C:2](F)(F)C(O)=O.[NH2:8][C:9]1[C:14]([C:15]([NH2:17])=[O:16])=[C:13]([N:18]2[CH2:23][CH2:22][CH:21]([C:24]3[N:25]([CH2:40][CH:41]4[CH2:44][NH:43][CH2:42]4)[CH:26]=[C:27]([C:29]4[CH:34]=[CH:33][C:32]([F:35])=[C:31]([C:36]([F:39])([F:38])[F:37])[CH:30]=4)[N:28]=3)[CH2:20][CH2:19]2)[N:12]=[CH:11][N:10]=1.C(O)=O.C=O, predict the reaction product. The product is: [NH2:8][C:9]1[C:14]([C:15]([NH2:17])=[O:16])=[C:13]([N:18]2[CH2:23][CH2:22][CH:21]([C:24]3[N:25]([CH2:40][CH:41]4[CH2:44][N:43]([CH3:2])[CH2:42]4)[CH:26]=[C:27]([C:29]4[CH:34]=[CH:33][C:32]([F:35])=[C:31]([C:36]([F:37])([F:39])[F:38])[CH:30]=4)[N:28]=3)[CH2:20][CH2:19]2)[N:12]=[CH:11][N:10]=1. (3) Given the reactants [CH3:1][C@H:2]1[CH2:7][N:6]([CH2:8][C:9]2[CH:14]=[CH:13][C:12]([NH:15][CH3:16])=[CH:11][CH:10]=2)[CH2:5][CH2:4][N:3]1[C:17]([O:19][C:20]([CH3:23])([CH3:22])[CH3:21])=[O:18].C(N(CC)CC)C.[F:31][C:32]1[CH:37]=[CH:36][C:35]([C:38]2[CH:43]=[CH:42][C:41]([S:44](Cl)(=[O:46])=[O:45])=[CH:40][CH:39]=2)=[CH:34][CH:33]=1, predict the reaction product. The product is: [F:31][C:32]1[CH:37]=[CH:36][C:35]([C:38]2[CH:43]=[CH:42][C:41]([S:44]([N:15]([CH3:16])[C:12]3[CH:13]=[CH:14][C:9]([CH2:8][N:6]4[CH2:5][CH2:4][N:3]([C:17]([O:19][C:20]([CH3:22])([CH3:21])[CH3:23])=[O:18])[C@@H:2]([CH3:1])[CH2:7]4)=[CH:10][CH:11]=3)(=[O:46])=[O:45])=[CH:40][CH:39]=2)=[CH:34][CH:33]=1. (4) Given the reactants [OH:1][CH2:2][CH:3]1[O:7][C:6](=[O:8])[NH:5][CH2:4]1.[C:9]([O:13][C:14]([N:16]1[CH2:22][C:21]2[CH:23]=[C:24](Br)[CH:25]=[CH:26][C:20]=2[O:19][CH2:18][CH2:17]1)=[O:15])([CH3:12])([CH3:11])[CH3:10].C(=O)([O-])[O-].[K+].[K+].N[C@@H]1CCCC[C@H]1N, predict the reaction product. The product is: [C:9]([O:13][C:14]([N:16]1[CH2:22][C:21]2[CH:23]=[C:24]([N:5]3[CH2:4][CH:3]([CH2:2][OH:1])[O:7][C:6]3=[O:8])[CH:25]=[CH:26][C:20]=2[O:19][CH2:18][CH2:17]1)=[O:15])([CH3:12])([CH3:10])[CH3:11]. (5) Given the reactants [O:1]1[CH2:6][CH2:5][CH:4]([CH2:7][NH2:8])[CH2:3][CH2:2]1.[F:9][C:10]([F:21])([F:20])[C:11]1[CH:16]=[CH:15][C:14]([N:17]=[C:18]=[O:19])=[CH:13][CH:12]=1, predict the reaction product. The product is: [O:1]1[CH2:6][CH2:5][CH:4]([CH2:7][NH:8][C:18]([NH:17][C:14]2[CH:13]=[CH:12][C:11]([C:10]([F:9])([F:20])[F:21])=[CH:16][CH:15]=2)=[O:19])[CH2:3][CH2:2]1. (6) Given the reactants [CH3:1][O:2][C:3]1[CH:4]=[C:5]([C:9]([C:18]2[CH:22]=[CH:21][S:20][CH:19]=2)=[C:10]2[CH2:16][CH:15]3[NH:17][CH:12]([CH2:13][CH2:14]3)[CH2:11]2)[CH:6]=[CH:7][CH:8]=1.[CH3:23][C:24]1[CH:31]=[CH:30][CH:29]=[CH:28][C:25]=1[CH:26]=O.C(O[BH-](OC(=O)C)OC(=O)C)(=O)C.[Na+].C(O)(=O)C, predict the reaction product. The product is: [CH3:1][O:2][C:3]1[CH:4]=[C:5]([C:9]([C:18]2[CH:22]=[CH:21][S:20][CH:19]=2)=[C:10]2[CH2:11][CH:12]3[N:17]([CH2:23][C:24]4[CH:31]=[CH:30][CH:29]=[CH:28][C:25]=4[CH3:26])[CH:15]([CH2:14][CH2:13]3)[CH2:16]2)[CH:6]=[CH:7][CH:8]=1. (7) Given the reactants [CH:1]1([NH:4][CH2:5][CH:6]2[CH2:9][N:8]([C:10]([C:12]3[CH:13]=[C:14]([CH:27]=[CH:28][C:29]=3[F:30])[CH2:15][C:16]3[C:25]4[C:20](=[CH:21][CH:22]=[CH:23][CH:24]=4)[C:19](=[O:26])[NH:18][N:17]=3)=[O:11])[CH2:7]2)[CH2:3][CH2:2]1.[C:31]([O-])([O-])=O.[Na+].[Na+].CI, predict the reaction product. The product is: [CH:1]1([N:4]([CH2:5][CH:6]2[CH2:7][N:8]([C:10]([C:12]3[CH:13]=[C:14]([CH:27]=[CH:28][C:29]=3[F:30])[CH2:15][C:16]3[C:25]4[C:20](=[CH:21][CH:22]=[CH:23][CH:24]=4)[C:19](=[O:26])[NH:18][N:17]=3)=[O:11])[CH2:9]2)[CH3:31])[CH2:2][CH2:3]1. (8) Given the reactants [Na].[SH:2][CH2:3][C:4]([O:6][CH3:7])=[O:5].[Na+].[I-].Cl[CH2:11][CH2:12][CH2:13][C:14]([O:16][CH3:17])=[O:15], predict the reaction product. The product is: [CH3:7][O:6][C:4](=[O:5])[CH2:3][S:2][CH2:11][CH2:12][CH2:13][C:14]([O:16][CH3:17])=[O:15]. (9) The product is: [CH3:7][C:8]1[CH:9]=[CH:10][CH:11]=[C:12]2[C:16]=1[N:15]([CH:1]1[CH2:3][CH2:2]1)[CH:14]=[C:13]2[CH:17]=[O:18]. Given the reactants [CH:1]1(B(O)O)[CH2:3][CH2:2]1.[CH3:7][C:8]1[CH:9]=[CH:10][CH:11]=[C:12]2[C:16]=1[NH:15][CH:14]=[C:13]2[CH:17]=[O:18].N1C=CC=CC=1C1C=CC=CN=1.C(=O)([O-])[O-].[Na+].[Na+].[NH4+].[Cl-], predict the reaction product. (10) The product is: [Br:42][C:39]1[CH:40]=[CH:41][C:36]([C:33]2[CH:34]=[CH:35][C:30]([N:20]([C:21]3[CH:22]=[CH:23][C:24]([CH3:27])=[CH:25][CH:26]=3)[C:17]3[CH:16]=[CH:15][C:14]([CH3:28])=[CH:19][CH:18]=3)=[CH:31][CH:32]=2)=[CH:37][CH:38]=1. Given the reactants C(P(C(C)(C)C)C(C)(C)C)(C)(C)C.[C:14]1([CH3:28])[CH:19]=[CH:18][C:17]([NH:20][C:21]2[CH:26]=[CH:25][C:24]([CH3:27])=[CH:23][CH:22]=2)=[CH:16][CH:15]=1.Br[C:30]1[CH:35]=[CH:34][C:33]([C:36]2[CH:41]=[CH:40][C:39]([Br:42])=[CH:38][CH:37]=2)=[CH:32][CH:31]=1.CC(C)([O-])C.[Na+], predict the reaction product.